Dataset: Full USPTO retrosynthesis dataset with 1.9M reactions from patents (1976-2016). Task: Predict the reactants needed to synthesize the given product. The reactants are: CC(C)([O-])C.[Na+].[CH3:7][C:8]1[NH:9][C:10]2[C:15]([C:16]=1[O:17][C:18]1[CH:23]=[CH:22][C:21]([S:24]([CH3:27])(=[O:26])=[O:25])=[CH:20][CH:19]=1)=[CH:14][C:13]([CH3:28])=[CH:12][CH:11]=2.Br[CH2:30][C:31]([O:33]CC)=[O:32]. Given the product [CH3:7][C:8]1[N:9]([CH2:30][C:31]([OH:33])=[O:32])[C:10]2[C:15]([C:16]=1[O:17][C:18]1[CH:19]=[CH:20][C:21]([S:24]([CH3:27])(=[O:26])=[O:25])=[CH:22][CH:23]=1)=[CH:14][C:13]([CH3:28])=[CH:12][CH:11]=2, predict the reactants needed to synthesize it.